Task: Predict the reactants needed to synthesize the given product.. Dataset: Full USPTO retrosynthesis dataset with 1.9M reactions from patents (1976-2016) Given the product [O:28]1[CH2:27][C@H:26]1[CH2:25][O:1][C:2]1[CH:14]=[CH:13][CH:12]=[CH:11][C:3]=1[CH:4]=[C:5]1[CH2:10][CH2:9][O:8][C:6]1=[O:7], predict the reactants needed to synthesize it. The reactants are: [OH:1][C:2]1[CH:14]=[CH:13][CH:12]=[CH:11][C:3]=1[CH:4]=[C:5]1[CH2:10][CH2:9][O:8][C:6]1=[O:7].C(=O)([O-])[O-].[K+].[K+].S(C1C=CC([N+]([O-])=O)=CC=1)(O[CH2:25][C@H:26]1[O:28][CH2:27]1)(=O)=O.